From a dataset of NCI-60 drug combinations with 297,098 pairs across 59 cell lines. Regression. Given two drug SMILES strings and cell line genomic features, predict the synergy score measuring deviation from expected non-interaction effect. Drug 1: C1CCC(C1)C(CC#N)N2C=C(C=N2)C3=C4C=CNC4=NC=N3. Drug 2: CS(=O)(=O)OCCCCOS(=O)(=O)C. Cell line: SK-MEL-28. Synergy scores: CSS=-7.52, Synergy_ZIP=3.68, Synergy_Bliss=1.04, Synergy_Loewe=-6.23, Synergy_HSA=-5.40.